From a dataset of Full USPTO retrosynthesis dataset with 1.9M reactions from patents (1976-2016). Predict the reactants needed to synthesize the given product. (1) Given the product [C:18]([NH:17][C:15]1[C:14](=[O:23])[C:13]2[N:12]=[C:11]([CH3:29])[CH:10]=[CH:9][C:8]=2[C:7](=[O:31])[CH:16]=1)(=[O:22])[CH2:19][CH2:20][CH3:21], predict the reactants needed to synthesize it. The reactants are: C(N[C:7]1[CH:16]=[C:15]([NH:17][C:18](=[O:22])[CH2:19][CH2:20][CH3:21])[C:14]([O:23]C(=O)CCC)=[C:13]2[C:8]=1[CH:9]=[CH:10][C:11]([CH3:29])=[N:12]2)(=O)CCC.[Cr](O[Cr]([O-])(=O)=O)([O-])(=O)=[O:31].[K+].[K+].ClCCl. (2) Given the product [F:36][C:11]1[C:10]([F:37])=[C:9]([OH:8])[CH:14]=[CH:13][C:12]=1[C:15]1[S:19][C:18]([N:20]2[CH2:23][C:22]3([CH2:28][CH2:27][N:26]([C:29]([O:31][C:32]([CH3:35])([CH3:34])[CH3:33])=[O:30])[CH2:25][CH2:24]3)[CH2:21]2)=[N:17][N:16]=1, predict the reactants needed to synthesize it. The reactants are: C([O:8][C:9]1[CH:14]=[CH:13][C:12]([C:15]2[S:19][C:18]([N:20]3[CH2:23][C:22]4([CH2:28][CH2:27][N:26]([C:29]([O:31][C:32]([CH3:35])([CH3:34])[CH3:33])=[O:30])[CH2:25][CH2:24]4)[CH2:21]3)=[N:17][N:16]=2)=[C:11]([F:36])[C:10]=1[F:37])C1C=CC=CC=1.CCOC(C)=O.C(Cl)Cl. (3) Given the product [Cl:31][C:32]1[CH:37]=[CH:36][C:35]([C:10]2[CH:9]=[C:8]3[C:4]([C:5]([C:13]4[C:14](=[O:30])[NH:15][C:16](=[O:29])[C:17]=4[C:18]4[C:22]5[CH:23]=[CH:24][CH:25]=[C:26]([O:27][CH3:28])[C:21]=5[O:20][CH:19]=4)=[CH:6][N:7]3[CH3:12])=[CH:3][C:2]=2[F:1])=[CH:34][CH:33]=1, predict the reactants needed to synthesize it. The reactants are: [F:1][C:2]1[CH:3]=[C:4]2[C:8](=[CH:9][C:10]=1I)[N:7]([CH3:12])[CH:6]=[C:5]2[C:13]1[C:14](=[O:30])[NH:15][C:16](=[O:29])[C:17]=1[C:18]1[C:22]2[CH:23]=[CH:24][CH:25]=[C:26]([O:27][CH3:28])[C:21]=2[O:20][CH:19]=1.[Cl:31][C:32]1[CH:37]=[CH:36][C:35](B(O)O)=[CH:34][CH:33]=1.C([O-])([O-])=O.[K+].[K+]. (4) Given the product [CH3:8][C:9]1[N:14]=[C:13]([NH:15][C:16]2[CH:17]=[C:18]([CH:21]=[CH:22][N:23]=2)[C:19]#[N:20])[CH:12]=[C:11]([CH:24]2[CH2:29][CH2:28][N:27]([CH:41]3[CH2:42][O:39][CH2:40]3)[CH2:26][CH2:25]2)[CH:10]=1, predict the reactants needed to synthesize it. The reactants are: OC(C(F)(F)F)=O.[CH3:8][C:9]1[N:14]=[C:13]([NH:15][C:16]2[CH:17]=[C:18]([CH:21]=[CH:22][N:23]=2)[C:19]#[N:20])[CH:12]=[C:11]([CH:24]2[CH2:29][CH2:28][NH:27][CH2:26][CH2:25]2)[CH:10]=1.C(N(CC)C(C)C)(C)C.[O:39]1[CH2:42][C:41](=O)[CH2:40]1.C(O[BH-](OC(=O)C)OC(=O)C)(=O)C.[Na+]. (5) Given the product [C:1]([O:5][C:6]([CH2:8][CH2:9][C:10]1[CH:11]=[CH:12][C:13]([C:14]([OH:16])=[O:15])=[C:17]([O:22][CH3:21])[CH:18]=1)=[O:7])([CH3:2])([CH3:3])[CH3:4], predict the reactants needed to synthesize it. The reactants are: [C:1]([O:5][C:6]([CH2:8][CH2:9][C:10]1[C:18](C)=[CH:17][C:13]([C:14]([OH:16])=[O:15])=[CH:12][C:11]=1C)=[O:7])([CH3:4])([CH3:3])[CH3:2].[CH3:21][O:22]C(=O)C1C=CC(O)=CC=1OC. (6) Given the product [I:1][C:2]1[CH:7]=[CH:6][CH:5]=[CH:4][C:3]=1[CH2:8][C:9]([NH2:13])=[O:11], predict the reactants needed to synthesize it. The reactants are: [I:1][C:2]1[CH:7]=[CH:6][CH:5]=[CH:4][C:3]=1[CH2:8][C:9]([OH:11])=O.O[N:13]1C2C=CC=CC=2N=N1.CCN=C=NCCCN(C)C.C(N(CC)C(C)C)(C)C.C(=O)([O-])[O-].[NH4+].[NH4+]. (7) Given the product [CH3:1][N:2]1[C:6]([NH:7][C:8]2[CH:13]=[C:12]([NH:20][C:21]3[CH:31]=[C:30]([F:32])[CH:29]=[CH:28][C:22]=3[C:23]([NH:25][O:26][CH3:27])=[O:24])[C:11]([C:15]([F:18])([F:17])[F:16])=[CH:10][N:9]=2)=[CH:5][C:4]([CH3:19])=[N:3]1, predict the reactants needed to synthesize it. The reactants are: [CH3:1][N:2]1[C:6]([NH:7][C:8]2[CH:13]=[C:12](I)[C:11]([C:15]([F:18])([F:17])[F:16])=[CH:10][N:9]=2)=[CH:5][C:4]([CH3:19])=[N:3]1.[NH2:20][C:21]1[CH:31]=[C:30]([F:32])[CH:29]=[CH:28][C:22]=1[C:23]([NH:25][O:26][CH3:27])=[O:24]. (8) Given the product [C:16]([C:12]1[CH:11]=[N+:10]([CH:3]2[CH2:4][CH:5]([CH2:8][OH:9])[CH:6]([OH:7])[CH:2]2[OH:1])[CH:15]=[CH:14][CH:13]=1)(=[O:18])[NH2:25].[CH3:20][S:21]([O-:24])(=[O:23])=[O:22], predict the reactants needed to synthesize it. The reactants are: [OH:1][CH:2]1[CH:6]([OH:7])[CH:5]([CH2:8][OH:9])[CH2:4][CH:3]1[N+:10]1[CH:15]=[CH:14][CH:13]=[C:12]([C:16]([O:18]C)=O)[CH:11]=1.[CH3:20][S:21]([O-:24])(=[O:23])=[O:22].[NH3:25].